From a dataset of Forward reaction prediction with 1.9M reactions from USPTO patents (1976-2016). Predict the product of the given reaction. Given the reactants [C:9](O[C:9]([O:11][C:12]([CH3:15])([CH3:14])[CH3:13])=[O:10])([O:11][C:12]([CH3:15])([CH3:14])[CH3:13])=[O:10].[CH3:16][N:17]([C:19]([O:21][CH2:22][C:23]1[CH:28]=[CH:27][CH:26]=[CH:25][CH:24]=1)=[O:20])[NH2:18], predict the reaction product. The product is: [CH3:16][N:17]([C:19]([O:21][CH2:22][C:23]1[CH:28]=[CH:27][CH:26]=[CH:25][CH:24]=1)=[O:20])[NH:18][C:9]([O:11][C:12]([CH3:13])([CH3:14])[CH3:15])=[O:10].